Dataset: Peptide-MHC class I binding affinity with 185,985 pairs from IEDB/IMGT. Task: Regression. Given a peptide amino acid sequence and an MHC pseudo amino acid sequence, predict their binding affinity value. This is MHC class I binding data. (1) The peptide sequence is ERPAFGIQK. The MHC is HLA-B15:01 with pseudo-sequence HLA-B15:01. The binding affinity (normalized) is 0.0847. (2) The peptide sequence is AIVNAQPKC. The MHC is HLA-A02:01 with pseudo-sequence HLA-A02:01. The binding affinity (normalized) is 0. (3) The peptide sequence is LVSAGIRKV. The MHC is HLA-B14:02 with pseudo-sequence HLA-B14:02. The binding affinity (normalized) is 0. (4) The peptide sequence is NSFFGPIGKL. The MHC is HLA-A02:03 with pseudo-sequence HLA-A02:03. The binding affinity (normalized) is 0.375. (5) The peptide sequence is WLYYNQDVQR. The MHC is HLA-A33:01 with pseudo-sequence HLA-A33:01. The binding affinity (normalized) is 0.530. (6) The peptide sequence is AQFSPQYL. The MHC is HLA-A02:06 with pseudo-sequence HLA-A02:06. The binding affinity (normalized) is 0.0275.